Dataset: Full USPTO retrosynthesis dataset with 1.9M reactions from patents (1976-2016). Task: Predict the reactants needed to synthesize the given product. (1) The reactants are: [NH:1]1[C:9]2[C:4](=[CH:5][CH:6]=[CH:7][CH:8]=2)[CH:3]=[CH:2]1.Cl[C:11]1[CH:16]=CC=C[N:12]=1.[O-]P([O-])([O-])=O.[K+].[K+].[K+].CN[C@@H:27]1[CH2:32][CH2:31][CH2:30][CH2:29][C@H:28]1NC. Given the product [C:27]1([N:1]2[C:9]3[C:4](=[CH:5][CH:6]=[CH:7][CH:8]=3)[C:3]([CH2:16][CH2:11][NH2:12])=[CH:2]2)[CH:28]=[CH:29][CH:30]=[CH:31][CH:32]=1, predict the reactants needed to synthesize it. (2) The reactants are: [CH3:1][C:2]([CH3:28])([CH3:27])[C:3]#[C:4][C:5]1[S:9][C:8]([C:10]([O:12]C)=[O:11])=[C:7]([N:14]([CH:24]([CH3:26])[CH3:25])[C:15]([C@H:17]2[CH2:22][CH2:21][C:20]([CH3:23])=[CH:19][CH2:18]2)=[O:16])[CH:6]=1.O.[OH-].[Li+].Cl. Given the product [CH3:1][C:2]([CH3:27])([CH3:28])[C:3]#[C:4][C:5]1[S:9][C:8]([C:10]([OH:12])=[O:11])=[C:7]([N:14]([CH:24]([CH3:25])[CH3:26])[C:15]([C@H:17]2[CH2:22][CH2:21][C:20]([CH3:23])=[CH:19][CH2:18]2)=[O:16])[CH:6]=1, predict the reactants needed to synthesize it. (3) The reactants are: [NH2:1][C:2]1[C:7]([C:8]#[N:9])=[C:6]([N:10]2[CH2:15][CH2:14][CH:13]([C:16]3[N:17]([CH2:32][CH2:33][OH:34])[CH:18]=[C:19]([C:21]4[CH:26]=[CH:25][C:24]([F:27])=[C:23]([C:28]([F:31])([F:30])[F:29])[CH:22]=4)[N:20]=3)[CH2:12][CH2:11]2)[N:5]=[CH:4][N:3]=1.C(N(CC)CC)C.[CH3:42][S:43](Cl)(=[O:45])=[O:44]. Given the product [NH2:1][C:2]1[N:3]=[CH:4][N:5]=[C:6]([N:10]2[CH2:11][CH2:12][CH:13]([C:16]3[N:17]([CH2:32][CH2:33][O:34][S:43]([CH3:42])(=[O:45])=[O:44])[CH:18]=[C:19]([C:21]4[CH:26]=[CH:25][C:24]([F:27])=[C:23]([C:28]([F:31])([F:30])[F:29])[CH:22]=4)[N:20]=3)[CH2:14][CH2:15]2)[C:7]=1[C:8]#[N:9], predict the reactants needed to synthesize it. (4) The reactants are: [F:1][C:2]1[CH:30]=[C:29]([N+:31]([O-])=O)[CH:28]=[CH:27][C:3]=1[O:4][C:5]1[C:14]2[C:9](=[CH:10][C:11]([O:17][CH2:18][CH2:19][CH2:20][N:21]3[CH2:26][CH2:25][O:24][CH2:23][CH2:22]3)=[C:12]([O:15][CH3:16])[CH:13]=2)[N:8]=[CH:7][CH:6]=1.NC1C=CC(OC2C3C(=CC(OCC4CCN(C(OC(C)(C)C)=O)CC4)=C(OC)C=3)N=CC=2)=C(F)C=1. Given the product [F:1][C:2]1[CH:30]=[C:29]([CH:28]=[CH:27][C:3]=1[O:4][C:5]1[C:14]2[C:9](=[CH:10][C:11]([O:17][CH2:18][CH2:19][CH2:20][N:21]3[CH2:26][CH2:25][O:24][CH2:23][CH2:22]3)=[C:12]([O:15][CH3:16])[CH:13]=2)[N:8]=[CH:7][CH:6]=1)[NH2:31], predict the reactants needed to synthesize it. (5) Given the product [C:11]1([C:10]2[C:4]3[C:5](=[N:6][CH:7]=[C:2]([C:39]4[CH:40]=[N:35][CH:36]=[N:37][CH:38]=4)[N:3]=3)[O:8][C:9]=2[C:17]2[CH:22]=[CH:21][C:20]([C:23]3([NH:27][C:28](=[O:34])[O:29][C:30]([CH3:33])([CH3:32])[CH3:31])[CH2:26][CH2:25][CH2:24]3)=[CH:19][CH:18]=2)[CH:16]=[CH:15][CH:14]=[CH:13][CH:12]=1, predict the reactants needed to synthesize it. The reactants are: Cl[C:2]1[N:3]=[C:4]2[C:10]([C:11]3[CH:16]=[CH:15][CH:14]=[CH:13][CH:12]=3)=[C:9]([C:17]3[CH:22]=[CH:21][C:20]([C:23]4([NH:27][C:28](=[O:34])[O:29][C:30]([CH3:33])([CH3:32])[CH3:31])[CH2:26][CH2:25][CH2:24]4)=[CH:19][CH:18]=3)[O:8][C:5]2=[N:6][CH:7]=1.[N:35]1[CH:40]=[C:39](B(O)O)[CH:38]=[N:37][CH:36]=1.P([O-])([O-])([O-])=O.[K+].[K+].[K+].O.